This data is from Forward reaction prediction with 1.9M reactions from USPTO patents (1976-2016). The task is: Predict the product of the given reaction. (1) Given the reactants [CH2:1]([O:4][C:5]1([CH3:51])[CH2:10][CH2:9][N:8]([C:11]2[N:16]3[CH:17]=[C:18]([C:20]4[CH:21]=[C:22]([C:26]5[C:31]([O:32][C@H:33]([CH2:35][CH:36]=[CH2:37])[CH3:34])=[CH:30][C:29]([F:38])=[CH:28][C:27]=5[F:39])[CH:23]=[CH:24][CH:25]=4)[N:19]=[C:15]3[CH:14]=[C:13]([CH3:40])[C:12]=2[C@H:41]([O:46][C:47]([CH3:50])([CH3:49])[CH3:48])[C:42]([O:44][CH3:45])=[O:43])[CH2:7][CH2:6]1)C=C.C(O[C@@H](C1C(C)=CC2=NC3=CN2C=1N1CCC(C)(OCC=CC[C@H](C)OC2C=C(F)C=CC=2C2C=C3C=CC=2)CC1)C(OC)=O)(C)(C)C, predict the reaction product. The product is: [C:47]([O:46][C@@H:41]([C:12]1[C:13]([CH3:40])=[CH:14][C:15]2=[N:19][C:18]3=[CH:17][N:16]2[C:11]=1[N:8]1[CH2:7][CH2:6][C:5]([CH3:51])([O:4][CH2:1][CH:37]=[CH:36][CH2:35][C@H:33]([CH3:34])[O:32][C:31]2[CH:30]=[C:29]([F:38])[CH:28]=[C:27]([F:39])[C:26]=2[C:22]2[CH:21]=[C:20]3[CH:25]=[CH:24][CH:23]=2)[CH2:10][CH2:9]1)[C:42]([O:44][CH3:45])=[O:43])([CH3:49])([CH3:50])[CH3:48]. (2) Given the reactants [CH3:1][C:2]1[C:7]([CH2:8][S:9][C:10]2[CH:15]=[CH:14][C:13]([N+:16]([O-])=O)=[CH:12]N=2)=[CH:6][CH:5]=[CH:4][N:3]=1.[Cl-].[Ca+2].[Cl-].[CH2:22](O)C, predict the reaction product. The product is: [CH3:1][C:2]1[C:7]([CH2:8][S:9][C:10]2[CH:15]=[CH:14][C:13]([NH2:16])=[CH:12][CH:22]=2)=[CH:6][CH:5]=[CH:4][N:3]=1. (3) Given the reactants I[C:2]1[CH:16]=[CH:15][C:5]([C:6]([NH:8][C:9]2[CH:10]=[N:11][CH:12]=[CH:13][CH:14]=2)=[O:7])=[CH:4][CH:3]=1.CC1(C)C(C)(C)OB([C:25]2[CH:42]=[CH:41][C:28]3[CH2:29][CH2:30][N:31]([C:34]([O:36][C:37]([CH3:40])([CH3:39])[CH3:38])=[O:35])[CH2:32][CH2:33][C:27]=3[CH:26]=2)O1, predict the reaction product. The product is: [N:11]1[CH:12]=[CH:13][CH:14]=[C:9]([NH:8][C:6]([C:5]2[CH:15]=[CH:16][C:2]([C:25]3[CH:42]=[CH:41][C:28]4[CH2:29][CH2:30][N:31]([C:34]([O:36][C:37]([CH3:38])([CH3:39])[CH3:40])=[O:35])[CH2:32][CH2:33][C:27]=4[CH:26]=3)=[CH:3][CH:4]=2)=[O:7])[CH:10]=1. (4) Given the reactants [Cl:1][C:2]1[C:7]([C:8]2[C:13]([F:14])=[CH:12][C:11]([F:15])=[CH:10][C:9]=2[F:16])=[C:6]([NH:17][C@@H:18]([CH3:23])[C:19]([F:22])([F:21])[F:20])[N:5]=[C:4]([C:24]#[N:25])[N:3]=1.C([O-])([O-])=[O:27].[K+].[K+].OO.O, predict the reaction product. The product is: [Cl:1][C:2]1[C:7]([C:8]2[C:9]([F:16])=[CH:10][C:11]([F:15])=[CH:12][C:13]=2[F:14])=[C:6]([NH:17][C@@H:18]([CH3:23])[C:19]([F:20])([F:21])[F:22])[N:5]=[C:4]([C:24]([NH2:25])=[O:27])[N:3]=1.